This data is from Full USPTO retrosynthesis dataset with 1.9M reactions from patents (1976-2016). The task is: Predict the reactants needed to synthesize the given product. Given the product [NH2:64][C:63]1[N:59]([CH3:58])[N+:60]([CH2:18][C:15]2[CH2:16][S:17][C@@H:12]3[C@H:11]([NH:10][C:8](=[O:9])/[C:7](/[C:4]4[N:3]=[C:2]([NH2:1])[S:6][N:5]=4)=[N:38]\[O:39][C:40]([C:43]([OH:45])=[O:44])([CH3:41])[CH3:42])[C:36](=[O:37])[N:13]3[C:14]=2[C:20]([O-:22])=[O:21])=[CH:61][C:62]=1[NH:84][C:85]([NH:87][CH:88]1[CH2:92][CH2:91][NH:90][CH2:89]1)=[O:86], predict the reactants needed to synthesize it. The reactants are: [NH2:1][C:2]1[S:6][N:5]=[C:4](/[C:7](=[N:38]/[O:39][C:40]([C:43]([O:45]C(C)(C)C)=[O:44])([CH3:42])[CH3:41])/[C:8]([NH:10][C@@H:11]2[C:36](=[O:37])[N:13]3[C:14]([C:20]([O:22]C(C4C=CC=CC=4)C4C=CC=CC=4)=[O:21])=[C:15]([CH2:18]I)[CH2:16][S:17][C@H:12]23)=[O:9])[N:3]=1.C[Si](C)(C)NC(=O)C.[CH3:58][N:59]1[C:63]([NH:64]C(C2C=CC=CC=2)(C2C=CC=CC=2)C2C=CC=CC=2)=[C:62]([NH:84][C:85]([NH:87][CH:88]2[CH2:92][CH2:91][N:90](C(OC(C)(C)C)=O)[CH2:89]2)=[O:86])[CH:61]=[N:60]1.C(OCC)(=O)C.